From a dataset of Peptide-MHC class I binding affinity with 185,985 pairs from IEDB/IMGT. Regression. Given a peptide amino acid sequence and an MHC pseudo amino acid sequence, predict their binding affinity value. This is MHC class I binding data. (1) The peptide sequence is FIVEHINAM. The MHC is HLA-A26:02 with pseudo-sequence HLA-A26:02. The binding affinity (normalized) is 1.00. (2) The peptide sequence is VVPSYIPLV. The MHC is HLA-B46:01 with pseudo-sequence HLA-B46:01. The binding affinity (normalized) is 0.0847. (3) The peptide sequence is PRELIFQVWQR. The MHC is Mamu-B03 with pseudo-sequence Mamu-B03. The binding affinity (normalized) is 0.135. (4) The peptide sequence is FTDNNELEF. The MHC is HLA-A02:06 with pseudo-sequence HLA-A02:06. The binding affinity (normalized) is 1.00. (5) The peptide sequence is RLAPEPVYT. The MHC is HLA-A68:02 with pseudo-sequence HLA-A68:02. The binding affinity (normalized) is 0.0847.